This data is from Full USPTO retrosynthesis dataset with 1.9M reactions from patents (1976-2016). The task is: Predict the reactants needed to synthesize the given product. Given the product [F:21][C:4]1[CH:3]=[C:2]([B:25]2[O:26][C:27]([CH3:29])([CH3:28])[C:23]([CH3:39])([CH3:22])[O:24]2)[CH:7]=[CH:6][C:5]=1[C:8]1[CH2:13][CH2:12][N:11]([C:14]([O:16][C:17]([CH3:20])([CH3:19])[CH3:18])=[O:15])[CH2:10][CH:9]=1, predict the reactants needed to synthesize it. The reactants are: Br[C:2]1[CH:7]=[CH:6][C:5]([C:8]2[CH2:13][CH2:12][N:11]([C:14]([O:16][C:17]([CH3:20])([CH3:19])[CH3:18])=[O:15])[CH2:10][CH:9]=2)=[C:4]([F:21])[CH:3]=1.[CH3:22][C:23]1([CH3:39])[C:27]([CH3:29])([CH3:28])[O:26][B:25]([B:25]2[O:26][C:27]([CH3:29])([CH3:28])[C:23]([CH3:39])([CH3:22])[O:24]2)[O:24]1.C([O-])(=O)C.[K+].